Dataset: Forward reaction prediction with 1.9M reactions from USPTO patents (1976-2016). Task: Predict the product of the given reaction. (1) Given the reactants C(OC([N:8]1[CH2:13][CH2:12][N:11]([C:14]([C:16]2[N:17]=[C:18]([C:27]3[CH:28]=[N:29][C:30]([O:33][CH3:34])=[CH:31][CH:32]=3)[N:19]([C:21]3[CH:26]=[CH:25][CH:24]=[CH:23][CH:22]=3)[CH:20]=2)=[O:15])[CH:10]([CH3:35])[CH2:9]1)=O)(C)(C)C.[F:36][C:37]([F:42])([F:41])[C:38]([OH:40])=[O:39], predict the reaction product. The product is: [F:36][C:37]([F:42])([F:41])[C:38]([OH:40])=[O:39].[CH3:34][O:33][C:30]1[N:29]=[CH:28][C:27]([C:18]2[N:19]([C:21]3[CH:26]=[CH:25][CH:24]=[CH:23][CH:22]=3)[CH:20]=[C:16]([C:14]([N:11]3[CH2:12][CH2:13][NH:8][CH2:9][CH:10]3[CH3:35])=[O:15])[N:17]=2)=[CH:32][CH:31]=1. (2) Given the reactants Cl[C:2]1[CH:7]=[C:6]([Cl:8])[N:5]=[C:4]2[S:9][CH:10]=[C:11]([C:12]3[CH:17]=[CH:16][CH:15]=[CH:14][CH:13]=3)[C:3]=12.[NH2:18][CH2:19][C:20]1[CH:25]=[CH:24][CH:23]=[CH:22][N:21]=1, predict the reaction product. The product is: [Cl:8][C:6]1[N:5]=[C:4]2[S:9][CH:10]=[C:11]([C:12]3[CH:17]=[CH:16][CH:15]=[CH:14][CH:13]=3)[C:3]2=[C:2]([NH:18][CH2:19][C:20]2[CH:25]=[CH:24][CH:23]=[CH:22][N:21]=2)[CH:7]=1. (3) Given the reactants [CH2:1]([O:3][C:4](=[O:13])[C:5]1[CH:10]=[CH:9][C:8]([OH:11])=[C:7]([OH:12])[CH:6]=1)[CH3:2].C(=O)([O-])[O-].[K+].[K+].[CH:20](Br)([CH3:22])[CH3:21], predict the reaction product. The product is: [CH2:1]([O:3][C:4](=[O:13])[C:5]1[CH:10]=[CH:9][C:8]([O:11][CH:20]([CH3:22])[CH3:21])=[C:7]([OH:12])[CH:6]=1)[CH3:2]. (4) Given the reactants [C:1]([NH:3][C:4]([C:6]1[S:7][CH:8]=[CH:9][C:10]=1[Cl:11])=[O:5])#[N:2].[N:12]#CN.Cl[C:16]1[CH:20]=[CH:19]S[C:17]=1[C:21]([Cl:23])=O.Cl.C(O[CH2:28][CH3:29])C, predict the reaction product. The product is: [Cl:23][C:21]1[CH:29]=[CH:28][C:20]([CH:19]=[N:2][C:1]2[N:3]=[C:4]([C:6]3[S:7][CH:8]=[CH:9][C:10]=3[Cl:11])[O:5][N:12]=2)=[CH:16][CH:17]=1. (5) Given the reactants [CH2:1]([O:3][C:4]([C:6]([C:26]([O:28][CH2:29][CH3:30])=[O:27])([CH2:15][C:16]1[C:24]2[C:19](=[CH:20][CH:21]=[CH:22][CH:23]=2)[N:18]([CH3:25])[CH:17]=1)[CH2:7][C:8]([O:10]C(C)(C)C)=[O:9])=[O:5])[CH3:2].FC(F)(F)C(O)=O.C(OC(C)C)(C)C, predict the reaction product. The product is: [CH2:1]([O:3][C:4]([C:6]([C:26]([O:28][CH2:29][CH3:30])=[O:27])([CH2:15][C:16]1[C:24]2[C:19](=[CH:20][CH:21]=[CH:22][CH:23]=2)[N:18]([CH3:25])[CH:17]=1)[CH2:7][C:8]([OH:10])=[O:9])=[O:5])[CH3:2]. (6) Given the reactants [O:1]1[CH2:6][CH2:5][CH:4]=[C:3]([C:7]([OH:9])=[O:8])[CH2:2]1.CCN(C(C)C)C(C)C.[CH2:19](Br)[C:20]1[CH:25]=[CH:24][CH:23]=[CH:22][CH:21]=1, predict the reaction product. The product is: [O:1]1[CH2:6][CH2:5][CH:4]=[C:3]([C:7]([O:9][CH2:19][C:20]2[CH:25]=[CH:24][CH:23]=[CH:22][CH:21]=2)=[O:8])[CH2:2]1. (7) Given the reactants [OH:1][CH:2]1[CH2:7][CH2:6][N:5]([C:8]([N:10]2[CH2:15][CH:14]([C:16]3[CH:21]=[CH:20][C:19]([O:22][C:23]([F:26])([F:25])[F:24])=[C:18]([CH3:27])[CH:17]=3)[CH2:13][CH:12]([C:28]([OH:30])=O)[CH2:11]2)=[O:9])[CH2:4][CH2:3]1.[F:31][C:32]1[CH:33]=[C:34]([C:38](=[N:40]O)[NH2:39])[CH:35]=[CH:36][CH:37]=1, predict the reaction product. The product is: [F:31][C:32]1[CH:33]=[C:34]([C:38]2[N:40]=[C:28]([CH:12]3[CH2:13][CH:14]([C:16]4[CH:21]=[CH:20][C:19]([O:22][C:23]([F:26])([F:25])[F:24])=[C:18]([CH3:27])[CH:17]=4)[CH2:15][N:10]([C:8]([N:5]4[CH2:6][CH2:7][CH:2]([OH:1])[CH2:3][CH2:4]4)=[O:9])[CH2:11]3)[O:30][N:39]=2)[CH:35]=[CH:36][CH:37]=1.